From a dataset of Full USPTO retrosynthesis dataset with 1.9M reactions from patents (1976-2016). Predict the reactants needed to synthesize the given product. (1) The reactants are: [NH2:1][C:2]1[CH:3]=[C:4]([C:34]2[CH:39]=[CH:38][C:37]([F:40])=[C:36]([F:41])[CH:35]=2)[CH:5]=[CH:6][C:7]=1[C:8]([NH:10][C@H:11]([C:24]([O:26][CH2:27][C:28]1[CH:33]=[CH:32][CH:31]=[CH:30][CH:29]=1)=[O:25])[CH2:12][CH2:13][C:14]([O:16][CH2:17][C:18]1[CH:23]=[CH:22][CH:21]=[CH:20][CH:19]=1)=[O:15])=[O:9].[N:42]([C:45]1[C:50]([CH3:51])=[CH:49][C:48]([CH3:52])=[CH:47][C:46]=1[CH3:53])=[C:43]=[O:44]. Given the product [F:41][C:36]1[CH:35]=[C:34]([C:4]2[CH:5]=[CH:6][C:7]([C:8]([NH:10][C@H:11]([C:24]([O:26][CH2:27][C:28]3[CH:29]=[CH:30][CH:31]=[CH:32][CH:33]=3)=[O:25])[CH2:12][CH2:13][C:14]([O:16][CH2:17][C:18]3[CH:19]=[CH:20][CH:21]=[CH:22][CH:23]=3)=[O:15])=[O:9])=[C:2]([NH:1][C:43]([NH:42][C:45]3[C:46]([CH3:53])=[CH:47][C:48]([CH3:52])=[CH:49][C:50]=3[CH3:51])=[O:44])[CH:3]=2)[CH:39]=[CH:38][C:37]=1[F:40], predict the reactants needed to synthesize it. (2) Given the product [ClH:1].[O:3]1[CH:7]=[N:6][CH:5]([C:8]([NH2:11])([CH3:10])[CH3:9])[NH:4]1, predict the reactants needed to synthesize it. The reactants are: [ClH:1].Cl.[O:3]1[CH:7]=[N:6][CH:5]([C:8]([NH2:11])([CH3:10])[CH3:9])[NH:4]1.CC(S(NC(C1N=CON1)(C)C)=O)(C)C. (3) Given the product [NH:1]1[C:9]2[C:4](=[CH:5][C:6]([NH:10][C:15](=[O:16])[O:14][CH:11]([CH3:13])[CH3:12])=[CH:7][CH:8]=2)[CH:3]=[CH:2]1, predict the reactants needed to synthesize it. The reactants are: [NH:1]1[C:9]2[C:4](=[CH:5][C:6]([NH2:10])=[CH:7][CH:8]=2)[CH:3]=[CH:2]1.[CH:11]([O:14][C:15](Cl)=[O:16])([CH3:13])[CH3:12]. (4) The reactants are: [F:1][C:2]1[C:3]([C:9]([OH:11])=O)=[N:4][CH:5]=[C:6]([F:8])[CH:7]=1.[F:12][CH:13]1[CH2:16][NH:15][CH2:14]1.C(N(CC)CC)C.CN(C(ON1N=NC2C=CC=NC1=2)=[N+](C)C)C.F[P-](F)(F)(F)(F)F. Given the product [F:1][C:2]1[C:3]([C:9]([N:15]2[CH2:16][CH:13]([F:12])[CH2:14]2)=[O:11])=[N:4][CH:5]=[C:6]([F:8])[CH:7]=1, predict the reactants needed to synthesize it. (5) Given the product [CH:13]([C:32]1[S:28][C:29]([C:33]#[N:34])=[CH:30][CH:31]=1)=[O:15], predict the reactants needed to synthesize it. The reactants are: C(NC(C)C)(C)C.C([Li])CCC.[C:13](=[O:15])=O.CC(C)=O.C([N-]C(C)C)(C)C.[Li+].[S:28]1[CH:32]=[CH:31][CH:30]=[C:29]1[C:33]#[N:34].[Cl-].[NH4+]. (6) The reactants are: [CH:1]([O:4][C:5]([N:7]1[CH:12]([CH2:13][CH3:14])[CH2:11][CH:10]([N:15]([CH2:23][C:24]2[CH:29]=[C:28]([C:30]([F:33])([F:32])[F:31])[CH:27]=[C:26]([Cl:34])[CH:25]=2)[C:16]2[N:21]=[CH:20][C:19]([OH:22])=[CH:18][N:17]=2)[CH2:9][CH:8]1[CH2:35][C:36]1[CH:41]=[CH:40][CH:39]=[CH:38][CH:37]=1)=[O:6])([CH3:3])[CH3:2].Br[CH2:43][CH2:44][O:45][CH3:46].[I-].[Na+].C(=O)([O-])[O-].[K+].[K+]. Given the product [CH:1]([O:4][C:5]([N:7]1[CH:12]([CH2:13][CH3:14])[CH2:11][CH:10]([N:15]([CH2:23][C:24]2[CH:29]=[C:28]([C:30]([F:33])([F:31])[F:32])[CH:27]=[C:26]([Cl:34])[CH:25]=2)[C:16]2[N:21]=[CH:20][C:19]([O:22][CH2:43][CH2:44][O:45][CH3:46])=[CH:18][N:17]=2)[CH2:9][CH:8]1[CH2:35][C:36]1[CH:37]=[CH:38][CH:39]=[CH:40][CH:41]=1)=[O:6])([CH3:2])[CH3:3], predict the reactants needed to synthesize it. (7) The reactants are: [Cl:1][C:2]1[N:10]=[C:9]2[C:5]([N:6]=[CH:7][N:8]2[CH3:11])=[C:4](Cl)[N:3]=1.[NH2:13][C:14]1[CH:19]=[CH:18][CH:17]=[CH:16][CH:15]=1.C(N(CC)CC)C. Given the product [Cl:1][C:2]1[N:10]=[C:9]2[C:5]([N:6]=[CH:7][N:8]2[CH3:11])=[C:4]([NH:13][C:14]2[CH:19]=[CH:18][CH:17]=[CH:16][CH:15]=2)[N:3]=1, predict the reactants needed to synthesize it.